Dataset: Reaction yield outcomes from USPTO patents with 853,638 reactions. Task: Predict the reaction yield, written as a fraction of the theoretical maximum amount of product (1.0 means a 100% yield; for example, 0.34 means a 34% yield). (1) The reactants are [CH3:1][O:2][C:3]1[CH:8]=[CH:7][C:6]([C:9]2([C:12]([OH:14])=[O:13])[CH2:11][CH2:10]2)=[CH:5][CH:4]=1.O.[C:16]1(C)C=CC(S(O)(=O)=O)=CC=1. The catalyst is CO. The product is [CH3:16][O:13][C:12]([C:9]1([C:6]2[CH:5]=[CH:4][C:3]([O:2][CH3:1])=[CH:8][CH:7]=2)[CH2:10][CH2:11]1)=[O:14]. The yield is 0.990. (2) The reactants are Br[C:2]1[CH:7]=[CH:6][C:5]([O:8][CH3:9])=[CH:4][CH:3]=1.[N:10]1[CH:15]=[CH:14][C:13](B(O)O)=[CH:12][CH:11]=1.C([O-])([O-])=O.[K+].[K+]. The catalyst is CN(C=O)C.C1C=CC([P]([Pd]([P](C2C=CC=CC=2)(C2C=CC=CC=2)C2C=CC=CC=2)([P](C2C=CC=CC=2)(C2C=CC=CC=2)C2C=CC=CC=2)[P](C2C=CC=CC=2)(C2C=CC=CC=2)C2C=CC=CC=2)(C2C=CC=CC=2)C2C=CC=CC=2)=CC=1. The product is [CH3:9][O:8][C:5]1[CH:6]=[CH:7][C:2]([C:13]2[CH:14]=[CH:15][N:10]=[CH:11][CH:12]=2)=[CH:3][CH:4]=1. The yield is 0.690. (3) The reactants are Cl.[CH3:2][O:3][C:4]1[CH:5]=[C:6]2[C:11](=[C:12]([N:14]3[CH2:19][CH2:18][N:17]([CH3:20])[CH2:16][CH2:15]3)[CH:13]=1)[O:10][CH:9]([C:21](O)=[O:22])[CH2:8][CH2:7]2.C(N(CC)C(C)C)(C)C.CN(C([O:40]N1N=NC2C=CC=CC1=2)=[N+](C)C)C.[B-](F)(F)(F)F.FC1C=C2C(=C(N3CCN(C)CC3)C=1)OC(C([NH:75][C:76]1[CH:81]=[CH:80][C:79]([N:82]3[CH2:87][CH2:86]C[N:84](C)[C:83]3=[O:89])=[CH:78][CH:77]=1)=O)CC2. The catalyst is CN(C)C=O.C(Cl)Cl.C(OCC)(=O)C.CCOCC. The product is [CH3:2][O:3][C:4]1[CH:5]=[C:6]2[C:11](=[C:12]([N:14]3[CH2:15][CH2:16][N:17]([CH3:20])[CH2:18][CH2:19]3)[CH:13]=1)[O:10][CH:9]([C:21]([NH:75][C:76]1[CH:77]=[CH:78][C:79]([N:82]3[C:87](=[O:40])[CH2:86][NH:84][C:83]3=[O:89])=[CH:80][CH:81]=1)=[O:22])[CH2:8][CH2:7]2. The yield is 0.420. (4) The reactants are [F:1][C:2]1[CH:7]=[CH:6][C:5]([C:8]2[S:9][C:10]3[N:11]=[CH:12][N:13]=[C:14]([N:17]4[CH2:22][CH2:21][NH:20][CH2:19][CH2:18]4)[C:15]=3[N:16]=2)=[CH:4][CH:3]=1.[CH3:23][O:24][C:25]1[CH:35]=[CH:34][C:28]([O:29][CH2:30][C:31](O)=[O:32])=[CH:27][CH:26]=1. No catalyst specified. The product is [F:1][C:2]1[CH:7]=[CH:6][C:5]([C:8]2[S:9][C:10]3[N:11]=[CH:12][N:13]=[C:14]([N:17]4[CH2:22][CH2:21][N:20]([C:31](=[O:32])[CH2:30][O:29][C:28]5[CH:34]=[CH:35][C:25]([O:24][CH3:23])=[CH:26][CH:27]=5)[CH2:19][CH2:18]4)[C:15]=3[N:16]=2)=[CH:4][CH:3]=1. The yield is 0.510. (5) The catalyst is CN(C)C=O. The product is [CH3:33][C:32]1[O:31][C:30]([C:34]2[CH:35]=[CH:36][CH:37]=[CH:38][CH:39]=2)=[N:29][C:28]=1[CH2:27][O:26][C:25]1[CH:24]=[CH:23][C:22]([CH2:21][O:3]/[N:4]=[C:5](/[C:14]2[CH:15]=[CH:16][CH:17]=[CH:18][CH:19]=2)\[CH2:6][CH2:7][CH2:8][C:9]([OH:11])=[O:10])=[CH:41][CH:40]=1. The yield is 0.800. The reactants are [H-].[Na+].[OH:3]/[N:4]=[C:5](/[C:14]1[CH:19]=[CH:18][CH:17]=[CH:16][CH:15]=1)\[CH2:6][CH2:7][CH2:8][C:9]([O:11]CC)=[O:10].Cl[CH2:21][C:22]1[CH:41]=[CH:40][C:25]([O:26][CH2:27][C:28]2[N:29]=[C:30]([C:34]3[CH:39]=[CH:38][CH:37]=[CH:36][CH:35]=3)[O:31][C:32]=2[CH3:33])=[CH:24][CH:23]=1.Cl.C(=O)(O)[O-].[Na+]. (6) The reactants are B1(B2OC(C)(C)C(C)(C)O2)OC(C)(C)C(C)(C)O1.C([O-])(=O)C.[K+].[Cl:24]CCl.[CH2:27]([N:34]1[CH2:39][CH2:38][CH:37]=[C:36](OS(C(F)(F)F)(=O)=O)[CH2:35]1)[C:28]1[CH:33]=[CH:32][CH:31]=[CH:30][CH:29]=1.B([O-])[O-].C(=O)([O-])[O-].[K+].[K+].I[C:58]1[CH:73]=[CH:72][C:61]([O:62][C:63]2[CH:71]=[CH:70][C:66]([C:67]([NH2:69])=[O:68])=[CH:65][N:64]=2)=[CH:60][CH:59]=1. The catalyst is O1CCOCC1.CN(C)C=O.O.C1(P(C2C=CC=CC=2)[C-]2C=CC=C2)C=CC=CC=1.[C-]1(P(C2C=CC=CC=2)C2C=CC=CC=2)C=CC=C1.[Fe+2]. The product is [ClH:24].[CH2:27]([N:34]1[CH2:39][CH2:38][CH:37]=[C:36]([C:58]2[CH:73]=[CH:72][C:61]([O:62][C:63]3[CH:71]=[CH:70][C:66]([C:67]([NH2:69])=[O:68])=[CH:65][N:64]=3)=[CH:60][CH:59]=2)[CH2:35]1)[C:28]1[CH:33]=[CH:32][CH:31]=[CH:30][CH:29]=1. The yield is 0.290. (7) The reactants are [C:1]([O:5][C:6](=[O:25])[C:7]([S:10][C:11]1[C:20]([Cl:21])=[CH:19][C:18]2[CH2:17][CH:16]([NH:22][CH2:23][CH3:24])[CH2:15][CH2:14][C:13]=2[CH:12]=1)([CH3:9])[CH3:8])([CH3:4])([CH3:3])[CH3:2].Cl[C:27]([O:29][C:30]1[CH:35]=[CH:34][C:33]([CH3:36])=[CH:32][CH:31]=1)=[O:28]. The catalyst is C(Cl)Cl. The product is [C:1]([O:5][C:6](=[O:25])[C:7]([S:10][C:11]1[C:20]([Cl:21])=[CH:19][C:18]2[CH2:17][CH:16]([N:22]([CH2:23][CH3:24])[C:27]([O:29][C:30]3[CH:35]=[CH:34][C:33]([CH3:36])=[CH:32][CH:31]=3)=[O:28])[CH2:15][CH2:14][C:13]=2[CH:12]=1)([CH3:9])[CH3:8])([CH3:2])([CH3:3])[CH3:4]. The yield is 0.290. (8) The reactants are [C:1]1([OH:7])[CH:6]=[CH:5][CH:4]=[CH:3][CH:2]=1.Br[CH2:9][CH2:10][CH2:11]Cl.C(=O)([O-])[O-].[K+].[K+].Cl.[CH3:20][C@@H:21]1[CH2:25][CH2:24][CH2:23][NH:22]1.[I-].[Na+]. The catalyst is C(#N)C. The product is [CH3:9][C@@H:10]1[CH2:11][CH2:20][CH2:21][N:22]1[CH2:23][CH2:24][CH2:25][O:7][C:1]1[CH:6]=[CH:5][CH:4]=[CH:3][CH:2]=1. The yield is 0.770. (9) The reactants are [Br:1][C:2]1[C:3]([N:19]2[CH2:24][CH2:23][CH2:22][C@@H:21]([NH:25]C(=O)OC(C)(C)C)[CH2:20]2)=[C:4]2[C:10]([NH:11][C:12]([CH:14]3[CH2:18][CH2:17][CH2:16][CH2:15]3)=[O:13])=[CH:9][NH:8][C:5]2=[N:6][CH:7]=1.[ClH:33]. The catalyst is C(O)(C(F)(F)F)=O.C(Cl)Cl.CCOCC. The product is [ClH:33].[NH2:25][C@@H:21]1[CH2:22][CH2:23][CH2:24][N:19]([C:3]2[C:2]([Br:1])=[CH:7][N:6]=[C:5]3[NH:8][CH:9]=[C:10]([NH:11][C:12]([CH:14]4[CH2:15][CH2:16][CH2:17][CH2:18]4)=[O:13])[C:4]=23)[CH2:20]1. The yield is 0.620. (10) The product is [CH3:39][O:38][C:36]([C:31]1([NH:30][C:29]([CH:9]2[CH2:10][CH:11]([O:13][C:14]3[CH:19]=[CH:18][N:17]=[C:16]4[CH:20]=[C:21]([C:23]5[N:24]([CH3:28])[CH:25]=[CH:26][N:27]=5)[S:22][C:15]=34)[CH2:12][NH:8]2)=[O:40])[CH2:33][CH:32]1[CH:34]=[CH2:35])=[O:37]. The catalyst is ClCCl. The reactants are C(OC([N:8]1[CH2:12][CH:11]([O:13][C:14]2[CH:19]=[CH:18][N:17]=[C:16]3[CH:20]=[C:21]([C:23]4[N:24]([CH3:28])[CH:25]=[CH:26][N:27]=4)[S:22][C:15]=23)[CH2:10][CH:9]1[C:29](=[O:40])[NH:30][C:31]1([C:36]([O:38][CH3:39])=[O:37])[CH2:33][CH:32]1[CH:34]=[CH2:35])=O)(C)(C)C.C(O)(C(F)(F)F)=O. The yield is 1.00.